This data is from Reaction yield outcomes from USPTO patents with 853,638 reactions. The task is: Predict the reaction yield, written as a fraction of the theoretical maximum amount of product (1.0 means a 100% yield; for example, 0.34 means a 34% yield). (1) The reactants are [C:1]1([S:7]([N:10]2[CH2:15][CH:14]([C:16]3[CH:21]=[CH:20][CH:19]=[C:18](Br)[CH:17]=3)[N:13]([C:23]3[CH:28]=[CH:27][CH:26]=[CH:25][CH:24]=3)[C:12](=[O:29])[CH2:11]2)(=[O:9])=[O:8])[CH:6]=[CH:5][CH:4]=[CH:3][CH:2]=1.[CH3:30][S:31]([C:34]1[CH:35]=[C:36](B(O)O)[CH:37]=[CH:38][CH:39]=1)(=[O:33])=[O:32].C(=O)([O-])[O-].[K+].[K+].O. The catalyst is COCCOC.C1C=CC([P]([Pd]([P](C2C=CC=CC=2)(C2C=CC=CC=2)C2C=CC=CC=2)([P](C2C=CC=CC=2)(C2C=CC=CC=2)C2C=CC=CC=2)[P](C2C=CC=CC=2)(C2C=CC=CC=2)C2C=CC=CC=2)(C2C=CC=CC=2)C2C=CC=CC=2)=CC=1.C(OCC)(=O)C. The product is [C:1]1([S:7]([N:10]2[CH2:15][CH:14]([C:16]3[CH:17]=[C:18]([C:38]4[CH:37]=[CH:36][CH:35]=[C:34]([S:31]([CH3:30])(=[O:33])=[O:32])[CH:39]=4)[CH:19]=[CH:20][CH:21]=3)[N:13]([C:23]3[CH:28]=[CH:27][CH:26]=[CH:25][CH:24]=3)[C:12](=[O:29])[CH2:11]2)(=[O:9])=[O:8])[CH:6]=[CH:5][CH:4]=[CH:3][CH:2]=1. The yield is 0.500. (2) The reactants are C([Li])CCC.C(NC(C)C)(C)C.[C:13]1([CH:19]2[CH2:24][CH2:23][O:22][C:20]2=[O:21])[CH:18]=[CH:17][CH:16]=[CH:15][CH:14]=1.[CH3:25][O:26][CH2:27]Cl. The catalyst is C1COCC1. The product is [C:13]1([C:19]2([CH2:25][O:26][CH3:27])[CH2:24][CH2:23][O:22][C:20]2=[O:21])[CH:14]=[CH:15][CH:16]=[CH:17][CH:18]=1. The yield is 0.820.